Dataset: Full USPTO retrosynthesis dataset with 1.9M reactions from patents (1976-2016). Task: Predict the reactants needed to synthesize the given product. (1) Given the product [CH:18]1[C:27]2[CH2:26][CH2:25][CH2:24][CH2:23][C:22]=2[CH:21]=[CH:20][C:19]=1[CH:28]([NH:30][C:15](=[O:17])[CH2:14][CH2:13][C:5]1[CH:6]=[CH:7][C:8]([O:9][CH2:10][C:11]#[CH:12])=[C:3]([O:2][CH3:1])[CH:4]=1)[CH3:29], predict the reactants needed to synthesize it. The reactants are: [CH3:1][O:2][C:3]1[CH:4]=[C:5]([CH2:13][CH2:14][C:15]([OH:17])=O)[CH:6]=[CH:7][C:8]=1[O:9][CH2:10][C:11]#[CH:12].[CH:18]1[C:27]2[CH2:26][CH2:25][CH2:24][CH2:23][C:22]=2[CH:21]=[CH:20][C:19]=1[CH:28]([NH2:30])[CH3:29]. (2) Given the product [C:3]([N:34]1[CH2:33][CH2:32][C:31]2([CH2:30][CH2:29][N:28]([CH2:27][C:17]3[N:16]([CH2:15][CH2:14][CH:8]4[CH2:13][CH2:12][CH2:11][CH2:10][CH2:9]4)[C:20]4[N:21]=[C:22]([C:25]#[N:26])[N:23]=[CH:24][C:19]=4[CH:18]=3)[CH2:37][CH2:36]2)[CH2:35]1)(=[O:5])[CH3:2], predict the reactants needed to synthesize it. The reactants are: F[C:2](F)(F)[C:3]([OH:5])=O.[CH:8]1([CH2:14][CH2:15][N:16]2[C:20]3[N:21]=[C:22]([C:25]#[N:26])[N:23]=[CH:24][C:19]=3[CH:18]=[C:17]2[CH2:27][N:28]2[CH2:37][CH2:36][C:31]3([CH2:35][NH:34][CH2:33][CH2:32]3)[CH2:30][CH2:29]2)[CH2:13][CH2:12][CH2:11][CH2:10][CH2:9]1.C(OC(=O)C)(=O)C. (3) The reactants are: [OH:1][B:2]1[C@@H:7]([NH:8][C:9](=[O:17])[CH2:10][CH2:11][N:12]2[CH:16]=[CH:15][CH:14]=[N:13]2)[CH2:6][C:5]2[CH:18]=[CH:19][CH:20]=[C:21]([C:22]([OH:24])=[O:23])[C:4]=2[O:3]1. Given the product [CH2:21]([O:23][C:22]([C:21]1[C:4]2[O:3][B:2]([OH:1])[C@@H:7]([NH:8][C:9](=[O:17])[CH2:10][CH2:11][N:12]3[CH:16]=[CH:15][CH:14]=[N:13]3)[CH2:6][C:5]=2[CH:18]=[CH:19][CH:20]=1)=[O:24])[CH2:4][CH2:5][CH3:6], predict the reactants needed to synthesize it. (4) Given the product [CH3:26][O:22][CH2:21][C:8]1[C:7]2[C:11](=[CH:12][C:4]([N+:1]([O-:3])=[O:2])=[CH:5][CH:6]=2)[N:10]([CH2:13][O:14][CH2:15][CH2:16][Si:17]([CH3:18])([CH3:19])[CH3:20])[N:9]=1, predict the reactants needed to synthesize it. The reactants are: [N+:1]([C:4]1[CH:12]=[C:11]2[C:7]([C:8]([CH2:21][OH:22])=[N:9][N:10]2[CH2:13][O:14][CH2:15][CH2:16][Si:17]([CH3:20])([CH3:19])[CH3:18])=[CH:6][CH:5]=1)([O-:3])=[O:2].[H-].[Na+].I[CH3:26].O. (5) Given the product [Cl:1][C:2]1[N:3]=[C:4]([C:9]([NH:11][C@H:12]2[CH2:17][CH2:16][N:15]([C:18]3[S:19][C:20]([C:24]4[N:26]([CH2:27][CH2:28][C:29]#[N:30])[N:72]=[N:71][N:70]=4)=[C:21]([CH3:23])[N:22]=3)[CH2:14][C@H:13]2[O:31][CH3:32])=[O:10])[NH:5][C:6]=1[CH2:7][CH3:8], predict the reactants needed to synthesize it. The reactants are: [Cl:1][C:2]1[N:3]=[C:4]([C:9]([NH:11][C@H:12]2[CH2:17][CH2:16][N:15]([C:18]3[S:19][C:20]([C:24]([NH:26][CH2:27][CH2:28][C:29]#[N:30])=O)=[C:21]([CH3:23])[N:22]=3)[CH2:14][C@H:13]2[O:31][CH3:32])=[O:10])[NH:5][C:6]=1[CH2:7][CH3:8].C1(P(C2C=CC=CC=2)C2C=CC=CC=2)C=CC=CC=1.N(C(OC(C)C)=O)=NC(OC(C)C)=O.C[Si]([N:70]=[N+:71]=[N-:72])(C)C. (6) Given the product [Br:2][C:3]1[CH:15]=[CH:14][C:6]([O:7][CH:8]2[CH2:9][CH2:10][N:11]([CH2:16][C:17]([CH3:20])([OH:18])[CH3:19])[CH2:12][CH2:13]2)=[CH:5][CH:4]=1, predict the reactants needed to synthesize it. The reactants are: Cl.[Br:2][C:3]1[CH:15]=[CH:14][C:6]([O:7][CH:8]2[CH2:13][CH2:12][NH:11][CH2:10][CH2:9]2)=[CH:5][CH:4]=1.[CH3:16][C:17]1([CH3:20])[CH2:19][O:18]1.